From a dataset of Reaction yield outcomes from USPTO patents with 853,638 reactions. Predict the reaction yield, written as a fraction of the theoretical maximum amount of product (1.0 means a 100% yield; for example, 0.34 means a 34% yield). (1) The reactants are [CH3:1][O:2][C:3]1[CH:11]=[CH:10][C:6]([C:7](Cl)=[O:8])=[CH:5][C:4]=1[C:12]([F:15])([F:14])[F:13].[CH2:16]([N:23]1[CH2:27][C@@H:26]([C:28]2[CH:33]=[CH:32][C:31]([Cl:34])=[C:30]([Cl:35])[CH:29]=2)[C@H:25]([NH:36][CH3:37])[CH2:24]1)[C:17]1[CH:22]=[CH:21][CH:20]=[CH:19][CH:18]=1.C(N(C(C)C)C(C)C)C. The catalyst is C(Cl)Cl. The product is [CH2:16]([N:23]1[CH2:27][C@@H:26]([C:28]2[CH:33]=[CH:32][C:31]([Cl:34])=[C:30]([Cl:35])[CH:29]=2)[C@H:25]([N:36]([CH3:37])[C:7](=[O:8])[C:6]2[CH:10]=[CH:11][C:3]([O:2][CH3:1])=[C:4]([C:12]([F:15])([F:14])[F:13])[CH:5]=2)[CH2:24]1)[C:17]1[CH:18]=[CH:19][CH:20]=[CH:21][CH:22]=1. The yield is 0.860. (2) The reactants are [C:1]1([C:7]2[CH:12]=[C:11]([CH:13]3[CH2:18][CH2:17][N:16]([CH:19]4[CH2:24][O:23]C(C)(C)[O:21][CH2:20]4)[CH2:15][CH2:14]3)[CH:10]=[CH:9][C:8]=2[NH:27][C:28]([C:30]2[NH:31][CH:32]=[C:33]([C:35]#[N:36])[N:34]=2)=[O:29])[CH2:6][CH2:5][CH2:4][CH2:3][CH:2]=1.[C:37]([OH:43])([C:39]([F:42])([F:41])[F:40])=[O:38]. The catalyst is C1COCC1.O. The product is [F:40][C:39]([F:42])([F:41])[C:37]([OH:43])=[O:38].[C:1]1([C:7]2[CH:12]=[C:11]([CH:13]3[CH2:18][CH2:17][N:16]([CH:19]([CH2:20][OH:21])[CH2:24][OH:23])[CH2:15][CH2:14]3)[CH:10]=[CH:9][C:8]=2[NH:27][C:28]([C:30]2[NH:31][CH:32]=[C:33]([C:35]#[N:36])[N:34]=2)=[O:29])[CH2:6][CH2:5][CH2:4][CH2:3][CH:2]=1. The yield is 0.600.